Dataset: Reaction yield outcomes from USPTO patents with 853,638 reactions. Task: Predict the reaction yield, written as a fraction of the theoretical maximum amount of product (1.0 means a 100% yield; for example, 0.34 means a 34% yield). (1) The reactants are [Br:1][C:2]1[CH:3]=[C:4]([C:15]([O:17]C)=[O:16])[C:5]2[C:6]([CH3:14])=[CH:7][N:8]([CH:11]([CH3:13])[CH3:12])[C:9]=2[CH:10]=1.[OH-].[Na+].O. The catalyst is C(O)C. The product is [Br:1][C:2]1[CH:3]=[C:4]([C:15]([OH:17])=[O:16])[C:5]2[C:6]([CH3:14])=[CH:7][N:8]([CH:11]([CH3:13])[CH3:12])[C:9]=2[CH:10]=1. The yield is 0.898. (2) The reactants are [NH2:1][C:2]([C:4]1[N:5]=[C:6]([C:26]2[CH:31]=[CH:30][CH:29]=[CH:28][CH:27]=2)[CH:7]=[C:8]2[C:12]([CH:13]3[CH2:18][CH2:17][N:16](C(OC(C)(C)C)=O)[CH2:15][CH2:14]3)=[CH:11][NH:10][C:9]=12)=[O:3].Cl. The catalyst is CO. The product is [C:26]1([C:6]2[CH:7]=[C:8]3[C:12]([CH:13]4[CH2:18][CH2:17][NH:16][CH2:15][CH2:14]4)=[CH:11][NH:10][C:9]3=[C:4]([C:2]([NH2:1])=[O:3])[N:5]=2)[CH:31]=[CH:30][CH:29]=[CH:28][CH:27]=1. The yield is 0.500. (3) The reactants are [N:1]1[CH:6]=[CH:5][N:4]=[CH:3][C:2]=1[CH:7]=[O:8].C(N(CC)CC)C.[N+:16]([CH3:19])([O-:18])=[O:17]. No catalyst specified. The product is [N+:16]([CH2:19][CH:7]([C:2]1[CH:3]=[N:4][CH:5]=[CH:6][N:1]=1)[OH:8])([O-:18])=[O:17]. The yield is 0.933. (4) The reactants are [I:1][C:2]1[C:10]2[C:5](=[CH:6][CH:7]=[CH:8][C:9]=2[N+:11]([O-:13])=[O:12])[NH:4][N:3]=1.Br[CH2:15][C:16]1[CH:17]=[C:18]([CH:23]=[CH:24][CH:25]=1)[C:19]([O:21][CH3:22])=[O:20].C(N=C(N(C)C)N(C)C)(C)(C)C. The catalyst is CC#N. The product is [I:1][C:2]1[C:10]2[C:5](=[CH:6][CH:7]=[CH:8][C:9]=2[N+:11]([O-:13])=[O:12])[N:4]([CH2:15][C:16]2[CH:17]=[C:18]([CH:23]=[CH:24][CH:25]=2)[C:19]([O:21][CH3:22])=[O:20])[N:3]=1. The yield is 0.680. (5) The reactants are [CH3:1][N:2]1[CH2:7][CH2:6][NH:5][CH2:4][CH2:3]1.C(N(CC)CC)C.[CH:15]([C:17]1[C:22]2[NH:23][C:24]([C:26]3[CH:34]=[CH:33][C:29]([C:30](O)=[O:31])=[CH:28][CH:27]=3)=[N:25][C:21]=2[CH:20]=[CH:19][C:18]=1[OH:35])=[O:16].ON1C2C=CC=CC=2N=N1.Cl.C(N=C=NCCCN(C)C)C. The catalyst is C(=O)(O)[O-].[Na+].O1CCCC1. The product is [OH:35][C:18]1[CH:19]=[CH:20][C:21]2[N:25]=[C:24]([C:26]3[CH:34]=[CH:33][C:29]([C:30]([N:5]4[CH2:6][CH2:7][N:2]([CH3:1])[CH2:3][CH2:4]4)=[O:31])=[CH:28][CH:27]=3)[NH:23][C:22]=2[C:17]=1[CH:15]=[O:16]. The yield is 0.340. (6) The reactants are N.C([O:5][C@H:6]1[CH2:10][CH2:9][N:8]([C:11]2[CH:16]=[CH:15][C:14]([C:17](=[O:26])[NH:18][C:19]3[CH:24]=[CH:23][CH:22]=[CH:21][C:20]=3[NH2:25])=[CH:13][CH:12]=2)[CH2:7]1)(=O)C. The catalyst is CO. The product is [NH2:25][C:20]1[CH:21]=[CH:22][CH:23]=[CH:24][C:19]=1[NH:18][C:17](=[O:26])[C:14]1[CH:15]=[CH:16][C:11]([N:8]2[CH2:9][CH2:10][C@H:6]([OH:5])[CH2:7]2)=[CH:12][CH:13]=1. The yield is 0.510. (7) The reactants are [CH3:1][O:2][C:3](=[O:19])[CH2:4][O:5][C:6]1[CH:15]=[CH:14][C:13]([S:16]C#N)=[C:12]2[C:7]=1[CH2:8][CH2:9][CH2:10][O:11]2.SC[C@H]([C@@H](CS)O)O.OP([O-])(O)=O.[K+]. The catalyst is CO. The product is [CH3:1][O:2][C:3](=[O:19])[CH2:4][O:5][C:6]1[CH:15]=[CH:14][C:13]([SH:16])=[C:12]2[C:7]=1[CH2:8][CH2:9][CH2:10][O:11]2. The yield is 0.610. (8) The reactants are Cl[C:2]1[N:7]=[CH:6][C:5]([CH2:8][N:9]2[C@@H:13]3[CH2:14][CH2:15][CH2:16][CH2:17][C@H:12]3[N:11]([C:18]3[CH:25]=[CH:24][C:21]([C:22]#[N:23])=[C:20]([C:26]([F:29])([F:28])[F:27])[CH:19]=3)[C:10]2=[O:30])=[CH:4][CH:3]=1.C[C:32]([N:34](C)C)=O. The catalyst is O.[Zn].C1C=CC(P(C2C=CC=CC=2)[C-]2C=CC=C2)=CC=1.C1C=CC(P(C2C=CC=CC=2)[C-]2C=CC=C2)=CC=1.[Fe+2].[C-]#N.[C-]#N.[Zn+2]. The product is [C:22]([C:21]1[CH:24]=[CH:25][C:18]([N:11]2[C@@H:12]3[CH2:17][CH2:16][CH2:15][CH2:14][C@H:13]3[N:9]([CH2:8][C:5]3[CH:4]=[CH:3][C:2]([C:32]#[N:34])=[N:7][CH:6]=3)[C:10]2=[O:30])=[CH:19][C:20]=1[C:26]([F:28])([F:29])[F:27])#[N:23]. The yield is 0.408.